This data is from Forward reaction prediction with 1.9M reactions from USPTO patents (1976-2016). The task is: Predict the product of the given reaction. (1) Given the reactants [OH:1][C:2]([CH3:22])([CH3:21])[CH2:3][C@@H:4]1[CH2:8][O:7][C@@:6]([C@@H:10]2[C@:18]3([CH3:19])[C@H:13]([C@@H:14]([OH:20])[CH2:15][CH2:16][CH2:17]3)[CH2:12][CH2:11]2)([CH3:9])[CH2:5]1.C1C=C[NH+]=CC=1.C1C=C[NH+]=CC=1.[O-][Cr](O[Cr]([O-])(=O)=O)(=O)=O, predict the reaction product. The product is: [OH:1][C:2]([CH3:22])([CH3:21])[CH2:3][C@@H:4]1[CH2:8][O:7][C@@:6]([C@@H:10]2[C@:18]3([CH3:19])[C@H:13]([C:14](=[O:20])[CH2:15][CH2:16][CH2:17]3)[CH2:12][CH2:11]2)([CH3:9])[CH2:5]1. (2) Given the reactants Cl[C:2]1[N:3]=[CH:4][C:5]2[S:10][CH:9]=[C:8]([C:11]3[CH:12]=[N:13][C:14]4[C:19]([CH:20]=3)=[CH:18][CH:17]=[CH:16][CH:15]=4)[C:6]=2[N:7]=1.[CH2:21]([N:23]1[CH2:28][CH2:27][N:26]([C:29]2[N:34]=[CH:33][C:32]([NH2:35])=[CH:31][CH:30]=2)[CH2:25][CH2:24]1)[CH3:22], predict the reaction product. The product is: [CH2:21]([N:23]1[CH2:24][CH2:25][N:26]([C:29]2[N:34]=[CH:33][C:32]([NH:35][C:2]3[N:3]=[CH:4][C:5]4[S:10][CH:9]=[C:8]([C:11]5[CH:12]=[N:13][C:14]6[C:19]([CH:20]=5)=[CH:18][CH:17]=[CH:16][CH:15]=6)[C:6]=4[N:7]=3)=[CH:31][CH:30]=2)[CH2:27][CH2:28]1)[CH3:22].